From a dataset of Catalyst prediction with 721,799 reactions and 888 catalyst types from USPTO. Predict which catalyst facilitates the given reaction. (1) Reactant: [ClH:1].O1CCOCC1.[C:8]([N:19]1[CH2:24][CH2:23][CH:22]([N:25]([CH3:27])[CH3:26])[CH2:21][CH2:20]1)(=[O:18])/[CH:9]=[CH:10]/[CH2:11][CH2:12][CH2:13][CH2:14][CH2:15][CH2:16][CH3:17]. Product: [ClH:1].[C:8]([N:19]1[CH2:20][CH2:21][CH:22]([N:25]([CH3:27])[CH3:26])[CH2:23][CH2:24]1)(=[O:18])/[CH:9]=[CH:10]/[CH2:11][CH2:12][CH2:13][CH2:14][CH2:15][CH2:16][CH3:17]. The catalyst class is: 2. (2) Reactant: [OH:1][C:2]1[CH:7]=[CH:6][C:5]([C:8](=[O:18])[CH2:9][C:10]2[CH:15]=[CH:14][C:13]([O:16][CH3:17])=[CH:12][CH:11]=2)=[CH:4][CH:3]=1.C(=O)([O-])[O-].[K+].[K+].[CH2:25](Cl)[C:26]1[CH:31]=[CH:30][CH:29]=[CH:28][CH:27]=1. Product: [CH2:25]([O:1][C:2]1[CH:3]=[CH:4][C:5]([C:8](=[O:18])[CH2:9][C:10]2[CH:15]=[CH:14][C:13]([O:16][CH3:17])=[CH:12][CH:11]=2)=[CH:6][CH:7]=1)[C:26]1[CH:31]=[CH:30][CH:29]=[CH:28][CH:27]=1. The catalyst class is: 10. (3) Reactant: Cl[C:2]1[CH:7]=[C:6]([Cl:8])[N:5]=[C:4]([N:9]2[CH2:13][CH2:12][CH2:11][CH2:10]2)[N:3]=1.CCN(C(C)C)C(C)C.[NH:23]1[CH2:28][CH2:27][CH:26]([C:29]2[CH:34]=[CH:33][C:32]([C@@H:35]([NH:37][C:38](=[O:40])[CH3:39])[CH3:36])=[CH:31][CH:30]=2)[CH2:25][CH2:24]1. Product: [Cl:8][C:6]1[N:5]=[C:4]([N:9]2[CH2:13][CH2:12][CH2:11][CH2:10]2)[N:3]=[C:2]([N:23]2[CH2:28][CH2:27][CH:26]([C:29]3[CH:34]=[CH:33][C:32]([C@@H:35]([NH:37][C:38](=[O:40])[CH3:39])[CH3:36])=[CH:31][CH:30]=3)[CH2:25][CH2:24]2)[CH:7]=1. The catalyst class is: 1. (4) Reactant: C(=O)([O-])O.[Na+].Cl.[NH2:7][OH:8].[C:9]([CH2:11][C@H:12]1[C@H:18]([C:19]2[CH:24]=[CH:23][C:22]([Cl:25])=[C:21]([Cl:26])[CH:20]=2)[O:17][CH2:16][CH2:15][N:14]([C:27]([O:29][C:30]([CH3:33])([CH3:32])[CH3:31])=[O:28])[CH2:13]1)#[N:10].O. Product: [NH2:10][C:9](=[N:7][OH:8])[CH2:11][C@H:12]1[C@H:18]([C:19]2[CH:24]=[CH:23][C:22]([Cl:25])=[C:21]([Cl:26])[CH:20]=2)[O:17][CH2:16][CH2:15][N:14]([C:27]([O:29][C:30]([CH3:33])([CH3:32])[CH3:31])=[O:28])[CH2:13]1. The catalyst class is: 16.